Task: Predict the reactants needed to synthesize the given product.. Dataset: Retrosynthesis with 50K atom-mapped reactions and 10 reaction types from USPTO (1) Given the product O=C(O)CC1CCN(C(=O)C[C@H]2O[C@H](C(=O)c3cccc(Cl)c3Cl)c3cc(Cl)ccc3-n3cccc32)CC1, predict the reactants needed to synthesize it. The reactants are: CCOC(=O)CC1CCN(C(=O)C[C@H]2O[C@H](C(=O)c3cccc(Cl)c3Cl)c3cc(Cl)ccc3-n3cccc32)CC1. (2) The reactants are: CC[C@H](C)Nc1cc(C(=O)OC)cc(Cl)n1.CS(N)(=O)=O. Given the product CC[C@H](C)Nc1cc(C(=O)OC)cc(NS(C)(=O)=O)n1, predict the reactants needed to synthesize it. (3) Given the product NCCOc1ccc(-c2cnoc2)cc1, predict the reactants needed to synthesize it. The reactants are: O=C(NCCOc1ccc(-c2cnoc2)cc1)OCc1ccccc1. (4) Given the product CCOC(=O)c1cc(C#N)c(N2CC(NC(=O)NS(=O)(=O)c3ccc(Cl)cc3)C2)nc1C, predict the reactants needed to synthesize it. The reactants are: CCOC(=O)c1cc(C#N)c(N2CC(N)C2)nc1C.O=C=NS(=O)(=O)c1ccc(Cl)cc1. (5) Given the product O=C(Cc1c(F)cccc1Cl)N1CC[C@@](CCN2CCC(N3CCCCC3)CC2)(c2ccc(Cl)c(Cl)c2)C1, predict the reactants needed to synthesize it. The reactants are: C1CCN(C2CCNCC2)CC1.CS(=O)(=O)OCC[C@]1(c2ccc(Cl)c(Cl)c2)CCN(C(=O)Cc2c(F)cccc2Cl)C1. (6) Given the product CC1(C)Cc2c(c(C(=O)NCc3ccccc3C(F)(F)F)cc3nc(Nc4c(Cl)cncc4Cl)[nH]c23)O1, predict the reactants needed to synthesize it. The reactants are: CC1(C)Cc2c(c(C(=O)O)cc3nc(Nc4c(Cl)cncc4Cl)[nH]c23)O1.NCc1ccccc1C(F)(F)F. (7) Given the product CC(C)(C)OC(=O)N1CCCc2cc(OCCCCCCBr)ccc21, predict the reactants needed to synthesize it. The reactants are: BrCCCCCCBr.CC(C)(C)OC(=O)N1CCCc2cc(O)ccc21.